From a dataset of NCI-60 drug combinations with 297,098 pairs across 59 cell lines. Regression. Given two drug SMILES strings and cell line genomic features, predict the synergy score measuring deviation from expected non-interaction effect. (1) Drug 1: C1CCC(C1)C(CC#N)N2C=C(C=N2)C3=C4C=CNC4=NC=N3. Drug 2: CC1=C2C(C(=O)C3(C(CC4C(C3C(C(C2(C)C)(CC1OC(=O)C(C(C5=CC=CC=C5)NC(=O)C6=CC=CC=C6)O)O)OC(=O)C7=CC=CC=C7)(CO4)OC(=O)C)O)C)OC(=O)C. Cell line: MALME-3M. Synergy scores: CSS=20.3, Synergy_ZIP=-5.37, Synergy_Bliss=1.65, Synergy_Loewe=-13.3, Synergy_HSA=0.260. (2) Drug 1: C1=NC2=C(N=C(N=C2N1C3C(C(C(O3)CO)O)F)Cl)N. Drug 2: CC1=C2C(C(=O)C3(C(CC4C(C3C(C(C2(C)C)(CC1OC(=O)C(C(C5=CC=CC=C5)NC(=O)C6=CC=CC=C6)O)O)OC(=O)C7=CC=CC=C7)(CO4)OC(=O)C)O)C)OC(=O)C. Cell line: IGROV1. Synergy scores: CSS=8.50, Synergy_ZIP=-7.62, Synergy_Bliss=-7.41, Synergy_Loewe=-4.88, Synergy_HSA=-4.09.